From a dataset of Full USPTO retrosynthesis dataset with 1.9M reactions from patents (1976-2016). Predict the reactants needed to synthesize the given product. (1) Given the product [C:30]1([CH2:29][O:28][C:25]2[CH:26]=[CH:27][C:22]([C:9]3[CH2:14][CH2:13][NH:12][CH2:11][CH:10]=3)=[CH:23][CH:24]=2)[CH:31]=[CH:32][CH:33]=[CH:34][CH:35]=1, predict the reactants needed to synthesize it. The reactants are: FC(F)(F)C(O)=O.O[C:9]1([C:22]2[CH:27]=[CH:26][C:25]([O:28][CH2:29][C:30]3[CH:35]=[CH:34][CH:33]=[CH:32][CH:31]=3)=[CH:24][CH:23]=2)[CH2:14][CH2:13][N:12](C(OC(C)(C)C)=O)[CH2:11][CH2:10]1. (2) Given the product [C:28]([O:27][CH2:26][CH2:25][O:8][C:4]1[C:3]([C:9]2[CH:17]=[CH:16][C:12]3[O:13][CH2:14][O:15][C:11]=3[CH:10]=2)=[C:2]([NH2:1])[N:6]([CH3:7])[N:5]=1)(=[O:30])[CH3:29], predict the reactants needed to synthesize it. The reactants are: [NH2:1][C:2]1[N:6]([CH3:7])[N:5]=[C:4]([OH:8])[C:3]=1[C:9]1[CH:17]=[CH:16][C:12]2[O:13][CH2:14][O:15][C:11]=2[CH:10]=1.C(=O)([O-])[O-].[Cs+].[Cs+].Br[CH2:25][CH2:26][O:27][C:28](=[O:30])[CH3:29].O. (3) Given the product [Br:23][C:22]1[CH:21]=[N:20][N:19]([CH3:24])[C:18]=1[C:4]1[CH:3]=[C:2]([NH:1][C:25](=[O:30])[CH2:26][CH2:27][CH2:28][CH3:29])[CH:17]=[CH:16][C:5]=1[O:6][CH2:7][CH2:8][N:9]1[CH2:10][CH2:11][CH:12]([OH:15])[CH2:13][CH2:14]1, predict the reactants needed to synthesize it. The reactants are: [NH2:1][C:2]1[CH:17]=[CH:16][C:5]([O:6][CH2:7][CH2:8][N:9]2[CH2:14][CH2:13][CH:12]([OH:15])[CH2:11][CH2:10]2)=[C:4]([C:18]2[N:19]([CH3:24])[N:20]=[CH:21][C:22]=2[Br:23])[CH:3]=1.[C:25](O[C:25](=[O:30])[CH2:26][CH2:27][CH2:28][CH3:29])(=[O:30])[CH2:26][CH2:27][CH2:28][CH3:29].C(N(CC)CC)C. (4) Given the product [S:8]1[C:12]2[CH:13]=[CH:14][CH:15]=[CH:16][C:11]=2[N:10]=[C:9]1[S:17]([N:20]1[CH2:25][CH2:24][N:23]([C:45](=[O:46])[CH2:44][N:39]2[CH:38]=[N:37][C:36]3[C:40]2=[N:41][CH:42]=[N:43][C:35]=3[NH:34][C:32]([O:31][CH2:30][CH2:29][S:28][CH3:27])=[O:33])[CH2:22][C:21]1=[O:26])(=[O:19])=[O:18], predict the reactants needed to synthesize it. The reactants are: FC(F)(F)C(O)=O.[S:8]1[C:12]2[CH:13]=[CH:14][CH:15]=[CH:16][C:11]=2[N:10]=[C:9]1[S:17]([N:20]1[CH2:25][CH2:24][NH:23][CH2:22][C:21]1=[O:26])(=[O:19])=[O:18].[CH3:27][S:28][CH2:29][CH2:30][O:31][C:32]([NH:34][C:35]1[N:43]=[CH:42][N:41]=[C:40]2[C:36]=1[N:37]=[CH:38][N:39]2[CH2:44][C:45](O)=[O:46])=[O:33]. (5) Given the product [CH3:1][O:2][CH2:3][C:4]1[N:9]=[CH:8][C:7]([O:10][C:11]2[CH:12]=[C:13]3[C:17](=[C:18]([O:20][CH:21]4[CH2:26][CH2:25][O:24][CH2:23][CH2:22]4)[CH:19]=2)[NH:16][C:15]([C:27](=[S:39])[NH2:29])=[CH:14]3)=[CH:6][CH:5]=1, predict the reactants needed to synthesize it. The reactants are: [CH3:1][O:2][CH2:3][C:4]1[N:9]=[CH:8][C:7]([O:10][C:11]2[CH:12]=[C:13]3[C:17](=[C:18]([O:20][CH:21]4[CH2:26][CH2:25][O:24][CH2:23][CH2:22]4)[CH:19]=2)[NH:16][C:15]([C:27]([NH2:29])=O)=[CH:14]3)=[CH:6][CH:5]=1.COC1C=CC(P2(SP(C3C=CC(OC)=CC=3)(=S)S2)=[S:39])=CC=1.C(OCC)(=O)C.CCCCCC. (6) Given the product [CH:1]1([C:4]2[NH:8][C:7]3[CH:16]=[C:17]([C:29]4[C:30]([CH3:35])=[N:31][O:32][C:33]=4[CH3:34])[CH:18]=[C:19]([C:20]([C:22]4[N:23]=[N:24][C:25]([CH3:28])=[CH:26][CH:27]=4)=[O:21])[C:6]=3[N:5]=2)[CH2:3][CH2:2]1, predict the reactants needed to synthesize it. The reactants are: [CH:1]1([C:4]2[N:8](C(OCCCC)=O)[C:7]3[CH:16]=[C:17]([C:29]4[C:30]([CH3:35])=[N:31][O:32][C:33]=4[CH3:34])[CH:18]=[C:19]([C:20]([C:22]4[N:23]=[N:24][C:25]([CH3:28])=[CH:26][CH:27]=4)=[O:21])[C:6]=3[N:5]=2)[CH2:3][CH2:2]1.C(O)(C(F)(F)F)=O. (7) The reactants are: [CH:1]1([N:4]2[CH2:9][CH2:8][NH:7][CH2:6][CH2:5]2)[CH2:3][CH2:2]1.[Cl:10][C:11]1[CH:23]=[CH:22][C:14]([C:15]([N:17]2[CH2:21][CH2:20][CH2:19][CH2:18]2)=[O:16])=[CH:13][N:12]=1. Given the product [ClH:10].[CH:1]1([N:4]2[CH2:9][CH2:8][N:7]([C:11]3[N:12]=[CH:13][C:14]([C:15]([N:17]4[CH2:21][CH2:20][CH2:19][CH2:18]4)=[O:16])=[CH:22][CH:23]=3)[CH2:6][CH2:5]2)[CH2:3][CH2:2]1, predict the reactants needed to synthesize it. (8) Given the product [Cl:22][C:15]1[CH:14]=[C:13]2[C:18]([C:19](=[O:21])[NH:20][C:11]([N:9]3[CH:10]=[C:6]([C:4]([OH:5])=[O:3])[CH:7]=[N:8]3)=[N:12]2)=[CH:17][CH:16]=1, predict the reactants needed to synthesize it. The reactants are: C([O:3][C:4]([C:6]1[CH:7]=[N:8][N:9]([C:11]2[NH:20][C:19](=[O:21])[C:18]3[C:13](=[CH:14][C:15]([Cl:22])=[CH:16][CH:17]=3)[N:12]=2)[CH:10]=1)=[O:5])C.[Li+].[OH-]. (9) Given the product [Br:21][CH2:22][C:23]1[CH:24]=[C:25]([CH2:29][CH2:14][C:13]([O:16][C:17]([CH3:20])([CH3:19])[CH3:18])=[O:15])[CH:26]=[CH:27][CH:28]=1, predict the reactants needed to synthesize it. The reactants are: CC(NC(C)C)C.[Li]CCCC.[C:13]([O:16][C:17]([CH3:20])([CH3:19])[CH3:18])(=[O:15])[CH3:14].[Br:21][CH2:22][C:23]1[CH:28]=[CH:27][CH:26]=[C:25]([CH2:29]Br)[CH:24]=1.CC(P(C(C)C)(C(C)C)=O)C. (10) Given the product [C:23]([C:25]1[CH:26]=[CH:27][C:28]([C:31]([NH:2][CH:3]2[CH2:8][CH2:7][N:6]([CH2:9][C@H:10]([OH:11])[C:12]3[C:13]([CH3:22])=[C:14]4[C:18](=[CH:19][CH:20]=3)[C:17](=[O:21])[O:16][CH2:15]4)[CH2:5][CH2:4]2)=[O:32])=[N:29][CH:30]=1)#[N:24], predict the reactants needed to synthesize it. The reactants are: Cl.[NH2:2][CH:3]1[CH2:8][CH2:7][N:6]([CH2:9][C@@H:10]([C:12]2[C:13]([CH3:22])=[C:14]3[C:18](=[CH:19][CH:20]=2)[C:17](=[O:21])[O:16][CH2:15]3)[OH:11])[CH2:5][CH2:4]1.[C:23]([C:25]1[CH:26]=[CH:27][C:28]([C:31](O)=[O:32])=[N:29][CH:30]=1)#[N:24].